From a dataset of Reaction yield outcomes from USPTO patents with 853,638 reactions. Predict the reaction yield, written as a fraction of the theoretical maximum amount of product (1.0 means a 100% yield; for example, 0.34 means a 34% yield). (1) The reactants are [CH:1]1([CH:4]([C:29]2[CH:30]=[N:31][C:32]([O:35][CH3:36])=[CH:33][CH:34]=2)[O:5][C:6]2[CH:26]=[CH:25][C:9]([CH2:10][NH:11][C:12]3[C:17]([NH2:18])=[CH:16][C:15]([C:19]4[CH:20]=[N:21][N:22]([CH3:24])[CH:23]=4)=[CH:14][N:13]=3)=[CH:8][C:7]=2[O:27][CH3:28])[CH2:3][CH2:2]1.C(N(CC)CC)C.[C:44]([N:49]=[C:50]=S)(=[O:48])[O:45][CH2:46][CH3:47].C1(S(Cl)(=O)=O)C=CC=CC=1. The catalyst is O1CCCC1. The product is [CH:1]1([CH:4]([C:29]2[CH:30]=[N:31][C:32]([O:35][CH3:36])=[CH:33][CH:34]=2)[O:5][C:6]2[CH:26]=[CH:25][C:9]([CH2:10][N:11]3[C:12]4=[N:13][CH:14]=[C:15]([C:19]5[CH:20]=[N:21][N:22]([CH3:24])[CH:23]=5)[CH:16]=[C:17]4[N:18]=[C:50]3[NH:49][C:44](=[O:48])[O:45][CH2:46][CH3:47])=[CH:8][C:7]=2[O:27][CH3:28])[CH2:3][CH2:2]1. The yield is 0.680. (2) The reactants are C([O:8][C:9](=[O:39])[C@@H:10]([NH:20][C:21](=[O:38])[C@@H:22]([NH:26][C:27]([CH:29]1[CH2:37][C:36]2[C:31](=[CH:32][CH:33]=[CH:34][CH:35]=2)[CH2:30]1)=[O:28])[CH2:23][O:24][CH3:25])[CH2:11][C:12]1[CH:17]=[CH:16][C:15]([O:18][CH3:19])=[CH:14][CH:13]=1)C1C=CC=CC=1. The catalyst is CO.C1COCC1.[OH-].[OH-].[Pd+2]. The product is [CH2:30]1[C:31]2[C:36](=[CH:35][CH:34]=[CH:33][CH:32]=2)[CH2:37][CH:29]1[C:27]([NH:26][C@@H:22]([CH2:23][O:24][CH3:25])[C:21]([NH:20][C@@H:10]([CH2:11][C:12]1[CH:17]=[CH:16][C:15]([O:18][CH3:19])=[CH:14][CH:13]=1)[C:9]([OH:39])=[O:8])=[O:38])=[O:28]. The yield is 0.990. (3) The reactants are [OH:1][C:2]1[CH:7]=[CH:6][C:5]([CH2:8][CH2:9][CH2:10][C:11]2[N:12]([CH3:17])[C:13](=[O:16])[NH:14][N:15]=2)=[CH:4][CH:3]=1.[O:18]([C:25]1[CH:26]=[C:27]([CH:30]=[CH:31][CH:32]=1)[CH2:28]Cl)[C:19]1[CH:24]=[CH:23][CH:22]=[CH:21][CH:20]=1.[C:33](=[O:36])([O-])[O-].[K+].[K+]. The catalyst is CN(C=O)C. The product is [CH3:17][N:12]1[C:11]([CH2:10][CH2:9][CH2:8][C:5]2[CH:4]=[CH:3][C:2]([O:1][CH2:28][C:27]3[CH:30]=[CH:31][CH:32]=[C:25]([O:18][C:19]4[CH:24]=[CH:23][CH:22]=[CH:21][CH:20]=4)[CH:26]=3)=[CH:7][CH:6]=2)=[N:15][N:14]([CH2:28][C:27]2[CH:26]=[CH:25][CH:32]=[C:31]([O:36][C:33]3[CH:21]=[CH:20][CH:19]=[CH:24][CH:23]=3)[CH:30]=2)[C:13]1=[O:16]. The yield is 0.870. (4) The reactants are [CH3:1][O:2][C:3]1[CH:15]=[CH:14][C:6]([CH2:7][NH:8][C:9]2[S:10][CH:11]=[CH:12][N:13]=2)=[CH:5][CH:4]=1.C[Si]([N-][Si](C)(C)C)(C)C.[Li+].[Cl:26][C:27]1[C:36]2[C:31](=[C:32]([CH3:41])[C:33]([S:37](Cl)(=[O:39])=[O:38])=[CH:34][CH:35]=2)[N:30]=[CH:29][CH:28]=1.[NH4+].[Cl-]. The catalyst is C1COCC1. The product is [Cl:26][C:27]1[C:36]2[C:31](=[C:32]([CH3:41])[C:33]([S:37]([N:8]([CH2:7][C:6]3[CH:5]=[CH:4][C:3]([O:2][CH3:1])=[CH:15][CH:14]=3)[C:9]3[S:10][CH:11]=[CH:12][N:13]=3)(=[O:38])=[O:39])=[CH:34][CH:35]=2)[N:30]=[CH:29][CH:28]=1. The yield is 0.294. (5) The reactants are [CH3:1][O:2][C:3]1[CH:4]=[C:5]2[C:10](=[CH:11][CH:12]=1)[O:9][CH2:8][CH2:7][C:6]2=[N:13][OH:14].[CH3:15][C:16]1[CH:21]=[CH:20][C:19]([S:22](Cl)(=[O:24])=[O:23])=[CH:18][CH:17]=1. The catalyst is N1C=CC=CC=1. The product is [S:22]([O:14][N:13]=[C:6]1[C:5]2[C:10](=[CH:11][CH:12]=[C:3]([O:2][CH3:1])[CH:4]=2)[O:9][CH2:8][CH2:7]1)([C:19]1[CH:20]=[CH:21][C:16]([CH3:15])=[CH:17][CH:18]=1)(=[O:24])=[O:23]. The yield is 0.880. (6) The reactants are C([O:3][C@H:4]1[CH2:9][CH2:8][CH2:7][N:6]([C:10]2[N:11]=[C:12]3[CH:29]=[C:28](/[CH:30]=[CH:31]/[C:32]4[S:33][CH:34]=[C:35]([CH:37]([CH3:39])[CH3:38])[N:36]=4)[CH:27]=[CH:26][N:13]3[C:14](=[O:25])[C:15]=2/[CH:16]=[CH:17]/[C:18]([O:20][C:21]([CH3:24])([CH3:23])[CH3:22])=[O:19])[CH2:5]1)=O.OC1CCCN(C2N=C3C=C(/C=C/C4SC=C(C(C)C)N=4)C=CN3C(=O)C=2/C=C/C(OC(C)(C)C)=O)C1. No catalyst specified. The product is [OH:3][C@H:4]1[CH2:9][CH2:8][CH2:7][N:6]([C:10]2[N:11]=[C:12]3[CH:29]=[C:28](/[CH:30]=[CH:31]/[C:32]4[S:33][CH:34]=[C:35]([CH:37]([CH3:39])[CH3:38])[N:36]=4)[CH:27]=[CH:26][N:13]3[C:14](=[O:25])[C:15]=2/[CH:16]=[CH:17]/[C:18]([O:20][C:21]([CH3:22])([CH3:23])[CH3:24])=[O:19])[CH2:5]1. The yield is 1.00. (7) The catalyst is C1COCC1.C(OCC)(=O)C. The product is [Cl:1][C:2]1[N:7]=[C:6]([NH:15][CH3:12])[C:5]([N+:9]([O-:11])=[O:10])=[CH:4][N:3]=1. The yield is 1.00. The reactants are [Cl:1][C:2]1[N:7]=[C:6](Cl)[C:5]([N+:9]([O-:11])=[O:10])=[CH:4][N:3]=1.[CH:12]([N:15](C(C)C)CC)(C)C.CN. (8) The reactants are CC[O-].[Na+].Cl.[CH:6]([NH2:8])=[NH:7].C[CH2:10][CH:11]([C:16](OCC)=[O:17])[C:12](OC)=[O:13]. The catalyst is C(O)C. The product is [OH:13][C:12]1[C:11]([CH3:10])=[C:16]([OH:17])[N:8]=[CH:6][N:7]=1. The yield is 0.600.